From a dataset of Peptide-MHC class II binding affinity with 134,281 pairs from IEDB. Regression. Given a peptide amino acid sequence and an MHC pseudo amino acid sequence, predict their binding affinity value. This is MHC class II binding data. The peptide sequence is VATNLIGRSLAEKLNSSVYS. The MHC is HLA-DQA10301-DQB10302 with pseudo-sequence HLA-DQA10301-DQB10302. The binding affinity (normalized) is 0.